Predict the product of the given reaction. From a dataset of Forward reaction prediction with 1.9M reactions from USPTO patents (1976-2016). (1) Given the reactants [CH2:1]1[C:5]2([CH2:10][CH2:9][N:8]([C:11]([O:13][C:14]([CH3:17])([CH3:16])[CH3:15])=[O:12])[CH2:7][CH2:6]2)[CH2:4][C@@H:3]([C:18]([O:20][CH2:21][CH3:22])=[O:19])[NH:2]1.CCN(CC)CC.Cl[C:31]([O:33][CH2:34][C:35]1[CH:40]=[CH:39][CH:38]=[CH:37][CH:36]=1)=[O:32], predict the reaction product. The product is: [CH2:1]1[C:5]2([CH2:6][CH2:7][N:8]([C:11]([O:13][C:14]([CH3:17])([CH3:16])[CH3:15])=[O:12])[CH2:9][CH2:10]2)[CH2:4][C@@H:3]([C:18]([O:20][CH2:21][CH3:22])=[O:19])[N:2]1[C:31]([O:33][CH2:34][C:35]1[CH:40]=[CH:39][CH:38]=[CH:37][CH:36]=1)=[O:32]. (2) Given the reactants [Br:1][C:2]1[N:3]=[C:4]2[CH:10]=[CH:9][NH:8][C:5]2=[N:6][CH:7]=1.[Cl-].C([Al+]CC)C.[CH3:17][C:18]1([C:25](Cl)=[O:26])[CH2:24][CH2:23][CH2:22][CH2:21][CH2:20][CH2:19]1, predict the reaction product. The product is: [Br:1][C:2]1[N:3]=[C:4]2[C:10]([C:25]([C:18]3([CH3:17])[CH2:24][CH2:23][CH2:22][CH2:21][CH2:20][CH2:19]3)=[O:26])=[CH:9][NH:8][C:5]2=[N:6][CH:7]=1.